From a dataset of Forward reaction prediction with 1.9M reactions from USPTO patents (1976-2016). Predict the product of the given reaction. (1) Given the reactants Cl[C:2]1[N:3]=[N+:4]([O-:12])[C:5]2[CH:11]=[CH:10][CH:9]=[CH:8][C:6]=2[N:7]=1.Cl.[N:14]([CH2:17][CH2:18][CH2:19][NH2:20])=[N+:15]=[N-:16].CCN(CC)CC, predict the reaction product. The product is: [N:14]([CH2:17][CH2:18][CH2:19][NH:20][C:2]1[N:3]=[N+:4]([O-:12])[C:5]2[CH:11]=[CH:10][CH:9]=[CH:8][C:6]=2[N:7]=1)=[N+:15]=[N-:16]. (2) Given the reactants [Cl:1][C:2]1[C:3]([C:11]([OH:13])=[O:12])=[CH:4][CH:5]=[C:6]2[C:10]=1[NH:9][CH:8]=[CH:7]2.[C:14]1(=O)[CH2:19][CH2:18][CH2:17][CH2:16][CH2:15]1.N1C2C(=CC=CC=2)C=C1.C[O-].[Na+], predict the reaction product. The product is: [Cl:1][C:2]1[C:3]([C:11]([OH:13])=[O:12])=[CH:4][CH:5]=[C:6]2[C:10]=1[NH:9][CH:8]=[C:7]2[C:14]1[CH2:19][CH2:18][CH2:17][CH2:16][CH:15]=1. (3) Given the reactants [CH2:1]([Zn]CC)C.[CH:6]([O:8][CH2:9][CH:10]1[CH2:15][CH2:14][N:13]([C:16]([O:18][C:19]([CH3:22])([CH3:21])[CH3:20])=[O:17])[CH2:12][CH2:11]1)=[CH2:7].ClCI.[Cl-].[NH4+], predict the reaction product. The product is: [CH:6]1([O:8][CH2:9][CH:10]2[CH2:15][CH2:14][N:13]([C:16]([O:18][C:19]([CH3:22])([CH3:21])[CH3:20])=[O:17])[CH2:12][CH2:11]2)[CH2:1][CH2:7]1. (4) Given the reactants Br[C:2]1[CH:3]=[C:4]([C:8]2[N:13]=[C:12]([C:14]3[CH:19]=[CH:18][C:17]([C:20]([F:23])([F:22])[F:21])=[C:16]([CH3:24])[CH:15]=3)[CH:11]=[C:10]([C:25]([F:28])([F:27])[F:26])[N:9]=2)[CH:5]=[CH:6][CH:7]=1.[C:29]([NH:33][S:34]([C:37]1[CH:38]=[C:39](B(O)O)[CH:40]=[CH:41][CH:42]=1)(=[O:36])=[O:35])([CH3:32])([CH3:31])[CH3:30], predict the reaction product. The product is: [C:29]([NH:33][S:34]([C:37]1[CH:38]=[C:39]([C:2]2[CH:7]=[CH:6][CH:5]=[C:4]([C:8]3[N:13]=[C:12]([C:14]4[CH:19]=[CH:18][C:17]([C:20]([F:23])([F:21])[F:22])=[C:16]([CH3:24])[CH:15]=4)[CH:11]=[C:10]([C:25]([F:28])([F:26])[F:27])[N:9]=3)[CH:3]=2)[CH:40]=[CH:41][CH:42]=1)(=[O:36])=[O:35])([CH3:32])([CH3:31])[CH3:30].